This data is from TCR-epitope binding with 47,182 pairs between 192 epitopes and 23,139 TCRs. The task is: Binary Classification. Given a T-cell receptor sequence (or CDR3 region) and an epitope sequence, predict whether binding occurs between them. (1) The epitope is FLNGSCGSV. The TCR CDR3 sequence is CASSLPENSYEQYF. Result: 0 (the TCR does not bind to the epitope). (2) The epitope is TSNQVAVLY. The TCR CDR3 sequence is CASNIGVNEQFF. Result: 0 (the TCR does not bind to the epitope).